Predict the reactants needed to synthesize the given product. From a dataset of Full USPTO retrosynthesis dataset with 1.9M reactions from patents (1976-2016). (1) Given the product [CH3:29][C:26]1([CH3:30])[C:25](=[O:31])[NH:24][C:23]2[N:32]=[CH:33][C:20]([CH:5]=[CH:4][C:3]([N:2]([CH3:1])[C@@H:7]([C:9]3[O:10][C:11]4[CH:18]=[CH:17][CH:16]=[CH:15][C:12]=4[C:13]=3[CH3:14])[CH3:8])=[O:6])=[CH:21][C:22]=2[O:28][CH2:27]1, predict the reactants needed to synthesize it. The reactants are: [CH3:1][N:2]([C@@H:7]([C:9]1[O:10][C:11]2[CH:18]=[CH:17][CH:16]=[CH:15][C:12]=2[C:13]=1[CH3:14])[CH3:8])[C:3](=[O:6])[CH:4]=[CH2:5].Br[C:20]1[CH:33]=[N:32][C:23]2[NH:24][C:25](=[O:31])[C:26]([CH3:30])([CH3:29])[CH2:27][O:28][C:22]=2[CH:21]=1.CCN(C(C)C)C(C)C. (2) The reactants are: [NH2:1][CH2:2][C:3]([F:8])([F:7])[C:4]([OH:6])=[O:5].O=S(Cl)[Cl:11].Cl.[CH3:14]O. Given the product [ClH:11].[NH2:1][CH2:2][C:3]([F:8])([F:7])[C:4]([O:6][CH3:14])=[O:5], predict the reactants needed to synthesize it. (3) Given the product [CH2:3]([O:5][C:6](=[O:34])[CH2:7][CH2:8][CH2:9][CH2:10][CH2:11][CH2:12][N:13]1[C@@H:17](/[CH:18]=[CH:19]/[CH:20]([OH:30])[C:21]2[O:22][C:23]([C:26]([F:27])([F:29])[F:28])=[CH:24][CH:25]=2)[CH2:16][C:15]([CH3:31])([CH3:32])[C:14]1=[O:33])[CH3:4], predict the reactants needed to synthesize it. The reactants are: [BH4-].[Na+].[CH2:3]([O:5][C:6](=[O:34])[CH2:7][CH2:8][CH2:9][CH2:10][CH2:11][CH2:12][N:13]1[C@@H:17](/[CH:18]=[CH:19]/[C:20](=[O:30])[C:21]2[O:22][C:23]([C:26]([F:29])([F:28])[F:27])=[CH:24][CH:25]=2)[CH2:16][C:15]([CH3:32])([CH3:31])[C:14]1=[O:33])[CH3:4]. (4) Given the product [NH:1]1[CH:5]=[CH:4][C:3]([C@@H:6]([NH:8][C:9]([C:11]2[C:19]3[C:14](=[N:15][CH:16]=[C:17]([CH:20]4[CH2:22][CH2:21]4)[N:18]=3)[NH:13][CH:12]=2)=[O:10])[CH3:7])=[N:2]1, predict the reactants needed to synthesize it. The reactants are: [NH:1]1[CH:5]=[CH:4][C:3]([C@@H:6]([NH:8][C:9]([C:11]2[C:19]3[C:14](=[N:15][CH:16]=[C:17]([CH:20]4[CH2:22][CH2:21]4)[N:18]=3)[N:13](COCC[Si](C)(C)C)[CH:12]=2)=[O:10])[CH3:7])=[N:2]1.Cl.C([O-])([O-])=O.[K+].[K+]. (5) The reactants are: [CH3:1][O:2][C:3](=[O:34])[CH2:4][C@H:5]1[C:9]2[CH:10]=[CH:11][C:12]([O:14][C@H:15]3[C:23]4[C:18](=[C:19](B5OC(C)(C)C(C)(C)O5)[CH:20]=[CH:21][C:22]=4[F:24])[CH2:17][CH2:16]3)=[CH:13][C:8]=2[O:7][CH2:6]1.Br[C:36]1[C:41]([CH3:42])=[CH:40][C:39]([C:43]2[CH:48]=[C:47]([CH3:49])[N:46]=[C:45]([CH3:50])[N:44]=2)=[CH:38][C:37]=1[CH3:51].BrC1C=CC(F)=C2C=1CC[C@H]2OC1C=CC2[C@H](CC(OC)=O)COC=2C=1. Given the product [CH3:1][O:2][C:3](=[O:34])[CH2:4][C@H:5]1[C:9]2[CH:10]=[CH:11][C:12]([O:14][C@H:15]3[C:23]4[C:18](=[C:19]([C:36]5[C:37]([CH3:51])=[CH:38][C:39]([C:43]6[CH:48]=[C:47]([CH3:49])[N:46]=[C:45]([CH3:50])[N:44]=6)=[CH:40][C:41]=5[CH3:42])[CH:20]=[CH:21][C:22]=4[F:24])[CH2:17][CH2:16]3)=[CH:13][C:8]=2[O:7][CH2:6]1, predict the reactants needed to synthesize it. (6) Given the product [CH3:1][C:2]1[O:3][C:4]([CH:7]([CH2:26][N+:23]([O-:25])=[O:24])[CH2:8][C:9]([O:11][CH3:12])=[O:10])=[CH:5][N:6]=1, predict the reactants needed to synthesize it. The reactants are: [CH3:1][C:2]1[O:3][C:4](/[CH:7]=[CH:8]/[C:9]([O-:11])=[O:10])=[CH:5][N:6]=1.[CH2:12]1CCN2C(=NCCC2)CC1.[N+:23]([CH3:26])([O-:25])=[O:24]. (7) Given the product [F:11][C:8]1[CH:9]=[CH:10][C:5]([CH2:4][C:3](=[O:12])[CH2:2][N:25]2[C:14](=[O:24])[C:15]3[C:16](=[CH:20][CH:21]=[CH:22][CH:23]=3)[C:17]2=[O:18])=[CH:6][CH:7]=1, predict the reactants needed to synthesize it. The reactants are: Cl[CH2:2][C:3](=[O:12])[CH2:4][C:5]1[CH:10]=[CH:9][C:8]([F:11])=[CH:7][CH:6]=1.[K].[C:14]([NH2:25])(=[O:24])[C:15]1[C:16](=[CH:20][CH:21]=[CH:22][CH:23]=1)[C:17](N)=[O:18]. (8) The reactants are: C[N:2](C)/[CH:3]=[CH:4]/[C:5]([C:7]1[C:12](=[O:13])[CH:11]=[CH:10][N:9]([C:14]2[CH:19]=[CH:18][CH:17]=[C:16]([O:20][CH3:21])[CH:15]=2)[N:8]=1)=O.[F:23][C:24]1[CH:25]=[C:26]2[C:31](=[CH:32][CH:33]=1)[N:30]=[CH:29][CH:28]=[C:27]2[NH:34]N. Given the product [F:23][C:24]1[CH:25]=[C:26]2[C:31](=[CH:32][CH:33]=1)[N:30]=[CH:29][CH:28]=[C:27]2[N:34]1[C:5]([C:7]2[C:12](=[O:13])[CH:11]=[CH:10][N:9]([C:14]3[CH:19]=[CH:18][CH:17]=[C:16]([O:20][CH3:21])[CH:15]=3)[N:8]=2)=[CH:4][CH:3]=[N:2]1, predict the reactants needed to synthesize it.